From a dataset of Catalyst prediction with 721,799 reactions and 888 catalyst types from USPTO. Predict which catalyst facilitates the given reaction. Reactant: O1CCOCC1.[ClH:7].[O:8]=[C:9]1[NH:13][C:12](=[O:14])[O:11][N:10]1[CH2:15][C:16]1[CH:49]=[CH:48][C:19]([O:20][CH2:21][C:22]2[C:23]([CH3:47])=[C:24]([C:28]3[CH:33]=[CH:32][C:31]([O:34][CH2:35][CH2:36][CH2:37][NH:38]C(=O)OC(C)(C)C)=[CH:30][C:29]=3[CH3:46])[CH:25]=[CH:26][CH:27]=2)=[CH:18][CH:17]=1. Product: [ClH:7].[NH2:38][CH2:37][CH2:36][CH2:35][O:34][C:31]1[CH:32]=[CH:33][C:28]([C:24]2[CH:25]=[CH:26][CH:27]=[C:22]([CH2:21][O:20][C:19]3[CH:48]=[CH:49][C:16]([CH2:15][N:10]4[C:9](=[O:8])[NH:13][C:12](=[O:14])[O:11]4)=[CH:17][CH:18]=3)[C:23]=2[CH3:47])=[C:29]([CH3:46])[CH:30]=1. The catalyst class is: 13.